This data is from Catalyst prediction with 721,799 reactions and 888 catalyst types from USPTO. The task is: Predict which catalyst facilitates the given reaction. Reactant: [CH2:1]([O:4][C:5]1[CH:6]=[C:7]([OH:12])[CH:8]=[CH:9][C:10]=1[Br:11])[CH:2]=[CH2:3].[C:13]([O-:16])([O-])=O.[K+].[K+]. Product: [CH2:1]([O:4][C:5]1[CH:6]=[C:7]([CH:8]=[CH:9][C:10]=1[Br:11])[O:12][C:5]1[CH:6]=[CH:7][C:8]([CH:13]=[O:16])=[CH:9][CH:10]=1)[CH:2]=[CH2:3]. The catalyst class is: 369.